Predict the product of the given reaction. From a dataset of Forward reaction prediction with 1.9M reactions from USPTO patents (1976-2016). Given the reactants [F:1][C:2]([F:11])([F:10])[C:3]1[CH:4]=[C:5]([SH:9])[CH:6]=[CH:7][CH:8]=1.CS(O[CH:17]1[CH2:22][CH2:21][O:20][CH:19]([C:23]2[CH:28]=[C:27]([Br:29])[CH:26]=[CH:25][C:24]=2[Br:30])[CH2:18]1)(=O)=O.C([O-])([O-])=O.[K+].[K+], predict the reaction product. The product is: [Br:30][C:24]1[CH:25]=[CH:26][C:27]([Br:29])=[CH:28][C:23]=1[CH:19]1[CH2:18][CH:17]([S:9][C:5]2[CH:6]=[CH:7][CH:8]=[C:3]([C:2]([F:1])([F:10])[F:11])[CH:4]=2)[CH2:22][CH2:21][O:20]1.